From a dataset of Full USPTO retrosynthesis dataset with 1.9M reactions from patents (1976-2016). Predict the reactants needed to synthesize the given product. (1) Given the product [CH3:18][C:16]1[N:15]=[CH:14][N:13]=[C:12]([N:8]2[CH2:9][CH2:10][C:5]3([O:4][CH2:3][CH2:2][O:1]3)[CH2:6][CH2:7]2)[CH:17]=1, predict the reactants needed to synthesize it. The reactants are: [O:1]1[C:5]2([CH2:10][CH2:9][NH:8][CH2:7][CH2:6]2)[O:4][CH2:3][CH2:2]1.Cl[C:12]1[CH:17]=[C:16]([CH3:18])[N:15]=[CH:14][N:13]=1.C(N(CC)C(C)C)(C)C. (2) Given the product [Cl:17][C:7]1[C:8]([OH:13])=[N:9][C:10]2[C:5]([N:6]=1)=[CH:4][C:3]([O:2][CH3:1])=[CH:12][CH:11]=2, predict the reactants needed to synthesize it. The reactants are: [CH3:1][O:2][C:3]1[CH:4]=[C:5]2[C:10](=[CH:11][CH:12]=1)[N:9]=[C:8]([OH:13])[C:7](O)=[N:6]2.O=S(Cl)[Cl:17].Cl. (3) Given the product [Br:1][C:2]1[CH:7]=[C:6]([NH2:8])[C:5]([C:11]#[C:10][C:12]2[CH:13]=[N:14][N:15]([CH3:17])[CH:16]=2)=[CH:4][N:3]=1, predict the reactants needed to synthesize it. The reactants are: [Br:1][C:2]1[CH:7]=[C:6]([NH2:8])[C:5](I)=[CH:4][N:3]=1.[C:10]([C:12]1[CH:13]=[N:14][N:15]([CH3:17])[CH:16]=1)#[CH:11]. (4) Given the product [CH3:16][N:17]([CH2:18][CH2:19][OH:20])[C:9]([O:11][C:12]([CH3:13])([CH3:14])[CH3:15])=[O:10], predict the reactants needed to synthesize it. The reactants are: [C:9](O[C:9]([O:11][C:12]([CH3:15])([CH3:14])[CH3:13])=[O:10])([O:11][C:12]([CH3:15])([CH3:14])[CH3:13])=[O:10].[CH3:16][NH:17][CH2:18][CH2:19][OH:20]. (5) Given the product [C:50]([NH:53][NH:54][C:14]([C:8]1[C:5]2[CH:6]=[N:7][C:2]([Cl:1])=[CH:3][C:4]=2[N:10]([CH:11]([CH3:12])[CH3:13])[CH:9]=1)=[O:16])(=[O:52])[CH3:51], predict the reactants needed to synthesize it. The reactants are: [Cl:1][C:2]1[N:7]=[CH:6][C:5]2[C:8]([C:14]([OH:16])=O)=[CH:9][N:10]([CH:11]([CH3:13])[CH3:12])[C:4]=2[CH:3]=1.CCN(C(C)C)C(C)C.CN(C(ON1N=NC2C=CC=CC1=2)=[N+](C)C)C.F[P-](F)(F)(F)(F)F.[C:50]([NH:53][NH2:54])(=[O:52])[CH3:51]. (6) The reactants are: C[O:2][C:3](=[O:31])[C:4]1[CH:9]=[CH:8][C:7]([O:10][CH2:11][CH2:12][N:13]2[C:21]3[C:16](=[CH:17][C:18]([C:22]#[N:23])=[CH:19][CH:20]=3)[C:15]([CH3:24])=[C:14]2[C:25]2[CH:26]=[N:27][CH:28]=[CH:29][CH:30]=2)=[CH:6][CH:5]=1.[OH-].[Li+].Cl. Given the product [C:22]([C:18]1[CH:17]=[C:16]2[C:21](=[CH:20][CH:19]=1)[N:13]([CH2:12][CH2:11][O:10][C:7]1[CH:8]=[CH:9][C:4]([C:3]([OH:31])=[O:2])=[CH:5][CH:6]=1)[C:14]([C:25]1[CH:26]=[N:27][CH:28]=[CH:29][CH:30]=1)=[C:15]2[CH3:24])#[N:23], predict the reactants needed to synthesize it. (7) Given the product [CH3:1][C:2]1([CH3:21])[C:11]2[C:6](=[C:7]([CH2:12][O:13][CH:14]3[CH2:19][CH2:18][CH2:17][CH2:16][O:15]3)[CH:8]=[CH:9][CH:10]=2)[N:5]([CH2:25][O:26][CH2:27][CH2:28][Si:29]([CH3:32])([CH3:31])[CH3:30])[C:4](=[O:20])[CH2:3]1, predict the reactants needed to synthesize it. The reactants are: [CH3:1][C:2]1([CH3:21])[C:11]2[C:6](=[C:7]([CH2:12][O:13][CH:14]3[CH2:19][CH2:18][CH2:17][CH2:16][O:15]3)[CH:8]=[CH:9][CH:10]=2)[NH:5][C:4](=[O:20])[CH2:3]1.[H-].[Na+].Cl[CH2:25][O:26][CH2:27][CH2:28][Si:29]([CH3:32])([CH3:31])[CH3:30]. (8) Given the product [CH3:35][C@H:34]1[C@@H:33]([C:36]2[CH:37]=[CH:38][CH:39]=[CH:40][CH:41]=2)[O:32][C:31](=[O:42])[N:30]1[CH2:29][C:20]1[CH:21]=[C:22]([C:25]([F:27])([F:26])[F:28])[CH:23]=[CH:24][C:19]=1[C:7]1[C:8]([C:46]2[CH:45]=[N:44][CH:49]=[CH:48][CH:47]=2)=[CH:9][CH:10]=[C:5]([CH2:4][C:3]([OH:2])=[O:43])[CH:6]=1, predict the reactants needed to synthesize it. The reactants are: C[O:2][C:3](=[O:43])[CH2:4][C:5]1[CH:6]=[C:7]([C:19]2[CH:24]=[CH:23][C:22]([C:25]([F:28])([F:27])[F:26])=[CH:21][C:20]=2[CH2:29][N:30]2[C@@H:34]([CH3:35])[C@@H:33]([C:36]3[CH:41]=[CH:40][CH:39]=[CH:38][CH:37]=3)[O:32][C:31]2=[O:42])[C:8](OS(C(F)(F)F)(=O)=O)=[CH:9][CH:10]=1.[N:44]1[CH:49]=[CH:48][CH:47]=[C:46](B(O)O)[CH:45]=1. (9) Given the product [CH:26]1([CH2:25][C@H:3]([NH:2][C:38]([C:37]2[N:36]=[N:35][C:34]3=[CH:41][C:42]([CH3:44])=[N:43][N:33]3[C:32]=2[CH3:31])=[O:39])[C:4](=[O:5])[NH:6][C@H:7]2[CH2:13][CH2:12][C@@H:11]([CH3:14])[N:10]([S:15]([C:18]3[CH:23]=[CH:22][CH:21]=[CH:20][N:19]=3)(=[O:16])=[O:17])[CH2:9][C:8]2=[O:24])[CH2:27][CH2:28][CH2:29][CH2:30]1, predict the reactants needed to synthesize it. The reactants are: Cl.[NH2:2][C@@H:3]([CH2:25][CH:26]1[CH2:30][CH2:29][CH2:28][CH2:27]1)[C:4]([NH:6][C@H:7]1[CH2:13][CH2:12][C@@H:11]([CH3:14])[N:10]([S:15]([C:18]2[CH:23]=[CH:22][CH:21]=[CH:20][N:19]=2)(=[O:17])=[O:16])[CH2:9][C@@H:8]1[OH:24])=[O:5].[CH3:31][C:32]1[N:33]2[N:43]=[C:42]([CH3:44])[CH:41]=[C:34]2[N:35]=[N:36][C:37]=1[C:38](O)=[O:39].CC(OI1(OC(C)=O)(OC(C)=O)OC(=O)C2C=CC=CC1=2)=O. (10) Given the product [Br:18][C:10]1[CH:9]=[CH:8][C:7]2[NH:6][C:2](=[O:3])[O:4][CH:5]3[CH2:14][CH2:13][CH2:12][C:11]=1[C:16]=23, predict the reactants needed to synthesize it. The reactants are: Cl[C:2]([O:4][CH3:5])=[O:3].[NH2:6][C:7]1[CH:8]=[CH:9][C:10]([Br:18])=[C:11]2[C:16]=1C(O)[CH2:14][CH2:13][CH2:12]2.C(=O)([O-])[O-].[K+].[K+].